Dataset: Retrosynthesis with 50K atom-mapped reactions and 10 reaction types from USPTO. Task: Predict the reactants needed to synthesize the given product. (1) The reactants are: CCc1cc(-c2noc(-c3cc(C)c(CC(C)C)cn3)n2)cc(C)c1CCC(=O)O.CN. Given the product CCc1cc(-c2noc(-c3cc(C)c(CC(C)C)cn3)n2)cc(C)c1CCC(=O)NC, predict the reactants needed to synthesize it. (2) The reactants are: Nc1ccncn1.O=C(O)c1cnc(OCC(F)(F)F)c(C2CCCC2)c1. Given the product O=C(Nc1ccncn1)c1cnc(OCC(F)(F)F)c(C2CCCC2)c1, predict the reactants needed to synthesize it. (3) Given the product CC(C)c1ccc(NC(=O)CC2CCN(C(=O)OC(C)(C)C)C2)cc1, predict the reactants needed to synthesize it. The reactants are: CC(C)(C)OC(=O)N1CCC(CC(=O)O)C1.CC(C)c1ccc(N)cc1. (4) Given the product CC(C)(C)C(=O)O[C@H]1CNCC=C1c1ccc(F)cc1, predict the reactants needed to synthesize it. The reactants are: CC(C)(C)OC(=O)N1CC=C(c2ccc(F)cc2)[C@@H](OC(=O)C(C)(C)C)C1. (5) Given the product O=C(O)c1ccc(-c2ncnc(Nc3ccc(OC(F)(F)F)cc3)n2)cc1, predict the reactants needed to synthesize it. The reactants are: CCOC(=O)c1ccc(-c2ncnc(Nc3ccc(OC(F)(F)F)cc3)n2)cc1. (6) Given the product Cc1nnc2n1-c1c(F)cccc1N(c1ccc(Cl)cc1)CC2, predict the reactants needed to synthesize it. The reactants are: Cc1nnc2n1-c1c(F)cccc1NCC2.Clc1ccc(I)cc1. (7) Given the product COC(=O)N1CC[C@@H]2[C@H]1CCC[C@]2(C#Cc1cccc(C)c1)OC(=O)c1ccncc1, predict the reactants needed to synthesize it. The reactants are: COC(=O)N1CC[C@H]2[C@@H]1CCC[C@]2(O)C#Cc1cccc(C)c1.O=C(O)c1ccncc1. (8) Given the product CC(O)(C#Cc1ccc(C(=O)c2ccccc2)cc1)C(F)(F)F, predict the reactants needed to synthesize it. The reactants are: C#Cc1ccc(C(=O)c2ccccc2)cc1.CC(=O)C(F)(F)F. (9) The reactants are: CC1(C)COB(c2ccc(F)c(-c3ccc(F)cc3C#N)c2)OC1.Fc1cccn2c(Br)cnc12. Given the product N#Cc1cc(F)ccc1-c1cc(-c2cnc3c(F)cccn23)ccc1F, predict the reactants needed to synthesize it.